Dataset: Reaction yield outcomes from USPTO patents with 853,638 reactions. Task: Predict the reaction yield, written as a fraction of the theoretical maximum amount of product (1.0 means a 100% yield; for example, 0.34 means a 34% yield). (1) The catalyst is C(Cl)Cl. The product is [CH:1]1([N:6]2[CH2:12][CH2:11][C:10](=[O:13])[N:9]([CH3:14])[C:8]3[CH:15]=[N:16][C:17]([NH:19][C:20]4[CH:21]=[CH:22][C:23]([C:24]([NH:39][CH:38]5[CH2:34][CH2:32][N:31]([CH3:30])[CH2:35][CH2:37]5)=[O:26])=[CH:27][CH:28]=4)=[N:18][C:7]2=3)[CH2:5][CH2:4][CH2:3][CH2:2]1. The reactants are [CH:1]1([N:6]2[CH2:12][CH2:11][C:10](=[O:13])[N:9]([CH3:14])[C:8]3[CH:15]=[N:16][C:17]([NH:19][C:20]4[CH:28]=[CH:27][C:23]([C:24]([OH:26])=O)=[CH:22][CH:21]=4)=[N:18][C:7]2=3)[CH2:5][CH2:4][CH2:3][CH2:2]1.C[CH2:30][N:31]([CH:35]([CH3:37])C)[CH:32]([CH3:34])C.[CH3:38][N:39](C(ON1N=NC2C=CC=CC1=2)=[N+](C)C)C.[B-](F)(F)(F)F.NCC1CCNCC1. The yield is 0.490. (2) The reactants are OS(O)(=O)=O.[C:6]1([CH2:12][CH2:13][CH2:14][C:15]([OH:17])=[O:16])[CH:11]=[CH:10][CH:9]=[CH:8][CH:7]=1.O.[CH3:19]O. No catalyst specified. The product is [C:6]1([CH2:12][CH2:13][CH2:14][C:15]([O:17][CH3:19])=[O:16])[CH:11]=[CH:10][CH:9]=[CH:8][CH:7]=1. The yield is 0.960. (3) The reactants are [C:1]([C:5]1[CH:11]=[CH:10][C:9]([N+:12]([O-:14])=[O:13])=[CH:8][C:6]=1N)([CH3:4])([CH3:3])[CH3:2].N([O-])=[O:16].[Na+].NC(N)=O.OS(O)(=O)=O.O. The catalyst is OS(O)(=O)=O.O. The yield is 0.620. The product is [C:1]([C:5]1[CH:11]=[CH:10][C:9]([N+:12]([O-:14])=[O:13])=[CH:8][C:6]=1[OH:16])([CH3:4])([CH3:3])[CH3:2]. (4) The product is [N:10]12[CH2:11][CH2:12][C:13]([C:18]([C:5]3[CH:6]=[CH:7][C:2]([CH3:1])=[CH:3][CH:4]=3)([C:5]3[CH:6]=[CH:7][C:2]([CH3:1])=[CH:3][CH:4]=3)[OH:20])([CH2:14][CH2:15]1)[CH2:16][CH2:17]2. The reactants are [CH3:1][C:2]1[CH:7]=[CH:6][C:5]([Mg]Br)=[CH:4][CH:3]=1.[N:10]12[CH2:17][CH2:16][C:13]([C:18]([O:20]CC)=O)([CH2:14][CH2:15]1)[CH2:12][CH2:11]2. The catalyst is C1COCC1. The yield is 0.866.